This data is from Full USPTO retrosynthesis dataset with 1.9M reactions from patents (1976-2016). The task is: Predict the reactants needed to synthesize the given product. (1) Given the product [C:42]([C:39]1[CH:40]=[CH:41][C:36]([N:32]([CH:33]2[CH2:35][CH2:34]2)[C:30]([C:27]2[CH:28]=[CH:29][N:24]3[N:23]=[CH:22][C:21]([C:2]4[CH:11]=[CH:10][C:5]([C:6](=[O:7])[NH:8][CH3:9])=[CH:4][N:3]=4)=[C:25]3[CH:26]=2)=[O:31])=[CH:37][CH:38]=1)#[N:43], predict the reactants needed to synthesize it. The reactants are: Br[C:2]1[CH:11]=[CH:10][C:5]([C:6]([NH:8][CH3:9])=[O:7])=[CH:4][N:3]=1.C[Sn](C)C.C[Sn](C)C.Br[C:21]1[CH:22]=[N:23][N:24]2[CH:29]=[CH:28][C:27]([C:30]([N:32]([C:36]3[CH:41]=[CH:40][C:39]([C:42]#[N:43])=[CH:38][CH:37]=3)[CH:33]3[CH2:35][CH2:34]3)=[O:31])=[CH:26][C:25]=12. (2) Given the product [F:1][C:2]1[CH:10]=[C:9]2[C:5]([C:6]([C:29]3[CH:30]=[C:31]([NH2:36])[C:32]([NH2:35])=[N:33][CH:34]=3)=[CH:7][N:8]2[S:11]([C:14]2[CH:19]=[CH:18][CH:17]=[CH:16][CH:15]=2)(=[O:13])=[O:12])=[CH:4][CH:3]=1, predict the reactants needed to synthesize it. The reactants are: [F:1][C:2]1[CH:10]=[C:9]2[C:5]([C:6](I)=[CH:7][N:8]2[S:11]([C:14]2[CH:19]=[CH:18][CH:17]=[CH:16][CH:15]=2)(=[O:13])=[O:12])=[CH:4][CH:3]=1.CC1(C)C(C)(C)OB([C:29]2[CH:30]=[C:31]([NH2:36])[C:32]([NH2:35])=[N:33][CH:34]=2)O1.